Dataset: NCI-60 drug combinations with 297,098 pairs across 59 cell lines. Task: Regression. Given two drug SMILES strings and cell line genomic features, predict the synergy score measuring deviation from expected non-interaction effect. (1) Drug 1: CC1=C2C(C(=O)C3(C(CC4C(C3C(C(C2(C)C)(CC1OC(=O)C(C(C5=CC=CC=C5)NC(=O)OC(C)(C)C)O)O)OC(=O)C6=CC=CC=C6)(CO4)OC(=O)C)OC)C)OC. Drug 2: C1=CC=C(C=C1)NC(=O)CCCCCCC(=O)NO. Cell line: ACHN. Synergy scores: CSS=26.2, Synergy_ZIP=-3.60, Synergy_Bliss=-5.89, Synergy_Loewe=-13.2, Synergy_HSA=-3.67. (2) Drug 1: C1=C(C(=O)NC(=O)N1)N(CCCl)CCCl. Drug 2: CCC1(CC2CC(C3=C(CCN(C2)C1)C4=CC=CC=C4N3)(C5=C(C=C6C(=C5)C78CCN9C7C(C=CC9)(C(C(C8N6C)(C(=O)OC)O)OC(=O)C)CC)OC)C(=O)OC)O.OS(=O)(=O)O. Cell line: K-562. Synergy scores: CSS=51.5, Synergy_ZIP=2.56, Synergy_Bliss=3.66, Synergy_Loewe=0.695, Synergy_HSA=4.65. (3) Drug 1: CC1=C2C(C(=O)C3(C(CC4C(C3C(C(C2(C)C)(CC1OC(=O)C(C(C5=CC=CC=C5)NC(=O)C6=CC=CC=C6)O)O)OC(=O)C7=CC=CC=C7)(CO4)OC(=O)C)O)C)OC(=O)C. Drug 2: COC1=C2C(=CC3=C1OC=C3)C=CC(=O)O2. Cell line: U251. Synergy scores: CSS=37.2, Synergy_ZIP=1.26, Synergy_Bliss=1.46, Synergy_Loewe=-36.8, Synergy_HSA=0.536. (4) Synergy scores: CSS=11.8, Synergy_ZIP=0.225, Synergy_Bliss=2.64, Synergy_Loewe=2.61, Synergy_HSA=2.67. Cell line: K-562. Drug 2: COC1=C2C(=CC3=C1OC=C3)C=CC(=O)O2. Drug 1: C1CC(C1)(C(=O)O)C(=O)O.[NH2-].[NH2-].[Pt+2]. (5) Drug 1: CC1=C(C=C(C=C1)C(=O)NC2=CC(=CC(=C2)C(F)(F)F)N3C=C(N=C3)C)NC4=NC=CC(=N4)C5=CN=CC=C5. Drug 2: CC(C)(C#N)C1=CC(=CC(=C1)CN2C=NC=N2)C(C)(C)C#N. Cell line: DU-145. Synergy scores: CSS=4.92, Synergy_ZIP=-2.11, Synergy_Bliss=-2.61, Synergy_Loewe=-6.30, Synergy_HSA=-4.93. (6) Drug 1: CC12CCC(CC1=CCC3C2CCC4(C3CC=C4C5=CN=CC=C5)C)O. Drug 2: C1CC(C1)(C(=O)O)C(=O)O.[NH2-].[NH2-].[Pt+2]. Cell line: HCT116. Synergy scores: CSS=34.1, Synergy_ZIP=-0.927, Synergy_Bliss=2.43, Synergy_Loewe=1.41, Synergy_HSA=3.28. (7) Drug 1: CN1CCC(CC1)COC2=C(C=C3C(=C2)N=CN=C3NC4=C(C=C(C=C4)Br)F)OC. Drug 2: C1=CC(=CC=C1C#N)C(C2=CC=C(C=C2)C#N)N3C=NC=N3. Cell line: HOP-92. Synergy scores: CSS=19.2, Synergy_ZIP=0.583, Synergy_Bliss=3.57, Synergy_Loewe=4.29, Synergy_HSA=5.78. (8) Drug 2: C#CCC(CC1=CN=C2C(=N1)C(=NC(=N2)N)N)C3=CC=C(C=C3)C(=O)NC(CCC(=O)O)C(=O)O. Cell line: SN12C. Drug 1: CN(C)N=NC1=C(NC=N1)C(=O)N. Synergy scores: CSS=1.80, Synergy_ZIP=-1.02, Synergy_Bliss=-0.00621, Synergy_Loewe=-0.586, Synergy_HSA=-0.0619. (9) Drug 1: CCC1(CC2CC(C3=C(CCN(C2)C1)C4=CC=CC=C4N3)(C5=C(C=C6C(=C5)C78CCN9C7C(C=CC9)(C(C(C8N6C)(C(=O)OC)O)OC(=O)C)CC)OC)C(=O)OC)O.OS(=O)(=O)O. Drug 2: CN(C(=O)NC(C=O)C(C(C(CO)O)O)O)N=O. Cell line: MOLT-4. Synergy scores: CSS=-1.51, Synergy_ZIP=-2.43, Synergy_Bliss=-5.12, Synergy_Loewe=-13.8, Synergy_HSA=-5.81. (10) Drug 1: CN(CC1=CN=C2C(=N1)C(=NC(=N2)N)N)C3=CC=C(C=C3)C(=O)NC(CCC(=O)O)C(=O)O. Drug 2: COC1=NC(=NC2=C1N=CN2C3C(C(C(O3)CO)O)O)N. Cell line: OVCAR-5. Synergy scores: CSS=-2.86, Synergy_ZIP=1.19, Synergy_Bliss=2.71, Synergy_Loewe=1.60, Synergy_HSA=0.272.